From a dataset of Full USPTO retrosynthesis dataset with 1.9M reactions from patents (1976-2016). Predict the reactants needed to synthesize the given product. (1) Given the product [CH3:2][O:3][C:4](=[O:11])[C@H:5]([CH2:7][CH:8]([CH3:10])[CH3:9])[NH:6][C:12]([O:14][C:15]([CH3:18])([CH3:17])[CH3:16])=[O:13], predict the reactants needed to synthesize it. The reactants are: Cl.[CH3:2][O:3][C:4](=[O:11])[C@H:5]([CH2:7][CH:8]([CH3:10])[CH3:9])[NH2:6].[C:12](O[C:12]([O:14][C:15]([CH3:18])([CH3:17])[CH3:16])=[O:13])([O:14][C:15]([CH3:18])([CH3:17])[CH3:16])=[O:13].C(N(CC)CC)C. (2) Given the product [Br:27][C:14]1[NH:13][C:12]2[C:11](=[O:23])[N:10]3[C:6]([CH2:5][C:4]4[CH:24]=[CH:25][CH:26]=[C:2]([Br:1])[CH:3]=4)=[N:7][N:8]=[C:9]3[N:17]([CH2:18][CH2:19][CH2:20][CH2:21][CH3:22])[C:16]=2[N:15]=1, predict the reactants needed to synthesize it. The reactants are: [Br:1][C:2]1[CH:3]=[C:4]([CH:24]=[CH:25][CH:26]=1)[CH2:5][C:6]1[N:10]2[C:11](=[O:23])[C:12]3[NH:13][CH:14]=[N:15][C:16]=3[N:17]([CH2:18][CH2:19][CH2:20][CH2:21][CH3:22])[C:9]2=[N:8][N:7]=1.[Br:27]N1C(=O)CCC1=O. (3) The reactants are: [Cl:1][C:2]1[CH:7]=[CH:6][CH:5]=[CH:4][C:3]=1[C:8]1[C:9]([C:27]2[CH:32]=[CH:31][C:30]([Cl:33])=[CH:29][CH:28]=2)=[CH:10][C:11]2[N:12]([C:14]([C:17]34[CH2:24][CH2:23][C:20]([O:25]C)([CH2:21][CH2:22]3)[CH2:19][CH2:18]4)=[N:15][N:16]=2)[N:13]=1.C(OC(=O)C)(=O)C.C([O-])(O)=O.[Na+]. Given the product [Cl:1][C:2]1[CH:7]=[CH:6][CH:5]=[CH:4][C:3]=1[C:8]1[C:9]([C:27]2[CH:32]=[CH:31][C:30]([Cl:33])=[CH:29][CH:28]=2)=[CH:10][C:11]2[N:12]([C:14]([C:17]34[CH2:24][CH2:23][C:20]([OH:25])([CH2:19][CH2:18]3)[CH2:21][CH2:22]4)=[N:15][N:16]=2)[N:13]=1, predict the reactants needed to synthesize it.